This data is from NCI-60 drug combinations with 297,098 pairs across 59 cell lines. The task is: Regression. Given two drug SMILES strings and cell line genomic features, predict the synergy score measuring deviation from expected non-interaction effect. (1) Drug 1: CC1=C2C(C(=O)C3(C(CC4C(C3C(C(C2(C)C)(CC1OC(=O)C(C(C5=CC=CC=C5)NC(=O)OC(C)(C)C)O)O)OC(=O)C6=CC=CC=C6)(CO4)OC(=O)C)O)C)O. Drug 2: CCC1(C2=C(COC1=O)C(=O)N3CC4=CC5=C(C=CC(=C5CN(C)C)O)N=C4C3=C2)O.Cl. Cell line: ACHN. Synergy scores: CSS=10.3, Synergy_ZIP=-1.93, Synergy_Bliss=-2.82, Synergy_Loewe=-20.5, Synergy_HSA=-3.21. (2) Drug 2: CCN(CC)CCCC(C)NC1=C2C=C(C=CC2=NC3=C1C=CC(=C3)Cl)OC. Drug 1: CC(C1=C(C=CC(=C1Cl)F)Cl)OC2=C(N=CC(=C2)C3=CN(N=C3)C4CCNCC4)N. Synergy scores: CSS=45.8, Synergy_ZIP=2.50, Synergy_Bliss=4.74, Synergy_Loewe=0.454, Synergy_HSA=5.19. Cell line: 786-0. (3) Drug 1: CCN(CC)CCNC(=O)C1=C(NC(=C1C)C=C2C3=C(C=CC(=C3)F)NC2=O)C. Drug 2: C1C(C(OC1N2C=NC3=C2NC=NCC3O)CO)O. Cell line: SK-MEL-2. Synergy scores: CSS=-0.812, Synergy_ZIP=-8.44, Synergy_Bliss=-15.7, Synergy_Loewe=-23.1, Synergy_HSA=-16.8. (4) Drug 1: COC1=NC(=NC2=C1N=CN2C3C(C(C(O3)CO)O)O)N. Drug 2: C1=CC=C(C(=C1)C(C2=CC=C(C=C2)Cl)C(Cl)Cl)Cl. Cell line: NCIH23. Synergy scores: CSS=37.1, Synergy_ZIP=3.59, Synergy_Bliss=6.83, Synergy_Loewe=-9.98, Synergy_HSA=3.24. (5) Drug 1: CC1=C(C(CCC1)(C)C)C=CC(=CC=CC(=CC(=O)O)C)C. Drug 2: CC1C(C(CC(O1)OC2CC(CC3=C2C(=C4C(=C3O)C(=O)C5=C(C4=O)C(=CC=C5)OC)O)(C(=O)CO)O)N)O.Cl. Cell line: K-562. Synergy scores: CSS=36.3, Synergy_ZIP=-2.34, Synergy_Bliss=-1.38, Synergy_Loewe=-16.1, Synergy_HSA=-2.57. (6) Drug 1: C1=NC2=C(N1)C(=S)N=C(N2)N. Drug 2: COCCOC1=C(C=C2C(=C1)C(=NC=N2)NC3=CC=CC(=C3)C#C)OCCOC.Cl. Cell line: SW-620. Synergy scores: CSS=13.0, Synergy_ZIP=1.30, Synergy_Bliss=-2.18, Synergy_Loewe=-10.2, Synergy_HSA=-3.98. (7) Cell line: SW-620. Drug 2: CC(C)(C#N)C1=CC(=CC(=C1)CN2C=NC=N2)C(C)(C)C#N. Synergy scores: CSS=7.62, Synergy_ZIP=4.05, Synergy_Bliss=0.911, Synergy_Loewe=1.34, Synergy_HSA=1.40. Drug 1: CCC(=C(C1=CC=CC=C1)C2=CC=C(C=C2)OCCN(C)C)C3=CC=CC=C3.C(C(=O)O)C(CC(=O)O)(C(=O)O)O. (8) Drug 1: C1=CC(=CC=C1C#N)C(C2=CC=C(C=C2)C#N)N3C=NC=N3. Drug 2: CCN(CC)CCNC(=O)C1=C(NC(=C1C)C=C2C3=C(C=CC(=C3)F)NC2=O)C. Cell line: IGROV1. Synergy scores: CSS=-10.0, Synergy_ZIP=5.50, Synergy_Bliss=2.76, Synergy_Loewe=-16.3, Synergy_HSA=-17.3.